Dataset: Experimentally validated miRNA-target interactions with 360,000+ pairs, plus equal number of negative samples. Task: Binary Classification. Given a miRNA mature sequence and a target amino acid sequence, predict their likelihood of interaction. (1) The miRNA is hsa-miR-587 with sequence UUUCCAUAGGUGAUGAGUCAC. The protein sequence of the target gene is MAACRALKAVLVDLSGTLHIEDAAVPGAQEALKRLRGASVIIRFVTNTTKESKQDLLERLRKLEFDISEDEIFTSLTAARSLLERKQVRPMLLVDDRALPDFKGIQTSDPNAVVMGLAPEHFHYQILNQAFRLLLDGAPLIAIHKARYYKRKDGLALGPGPFVTALEYATDTKATVVGKPEKTFFLEALRGTGCEPEEAVMIGDDCRDDVGGAQDVGMLGILVKTGKYRASDEEKINPPPYLTCESFPHAVDHILQHLL. Result: 0 (no interaction). (2) The protein sequence of the target gene is MKKLQEAHLRKPITPDLLMTPSDQGDVDLDVDFAADRGNWTGKLDFLLSCIGYCVGLGNVWRFPYRAYTNGGGAFLVPYFLMLAICGIPLFFLELSLGQFSSLGPLAVWKISPLFKGAGAAMLLIVGLVAIYYNMIIAYVLFYLFASLTSNLPWEHCGNWWNTELCLEHRGPKSGNGVLPLNLSSTVSPSEEYWSRYVLHIQGSQGIGRPGEIRWNLCLCLLLAWVIVFLCILKGVKSSGKVVYFTATFPYLILLMLLVRGVTLPGAWKGIQFYLTPQFHHLLSSKVWIEAALQIFYSLG.... Result: 0 (no interaction). The miRNA is hsa-miR-554 with sequence GCUAGUCCUGACUCAGCCAGU. (3) The miRNA is hsa-miR-5100 with sequence UUCAGAUCCCAGCGGUGCCUCU. The protein sequence of the target gene is MDPVATHSCHLLQQLHEQRIQGLLCDCMLVVKGVCFKAHKNVLAAFSQYFRSLFQNSSSQKNDVFHLDVKNVSGIGQILDFMYTSHLDLNQDNIQVMLDTAQCLQVQNVLSLCHTFLKSATVVQPPGMPCNSTLSLQSTLTPDATCVISENYPPHLLQECSADAQQNKTLDESHPHASPSVNRHHSAGEISKQAPDTSDGSCTELPFKQPNYYYKLRNFYSKQYHKHAAGPSQERVVEQPFAFSTSTDLTTVESQPCAVSHSECILESPEHLPSNFLAQPVNDSAPHPESDATCQQPVKQ.... Result: 1 (interaction).